Dataset: Peptide-MHC class II binding affinity with 134,281 pairs from IEDB. Task: Regression. Given a peptide amino acid sequence and an MHC pseudo amino acid sequence, predict their binding affinity value. This is MHC class II binding data. (1) The peptide sequence is VFIPNYNVSVAEVLI. The MHC is HLA-DPA10103-DPB10401 with pseudo-sequence HLA-DPA10103-DPB10401. The binding affinity (normalized) is 0.157. (2) The peptide sequence is EELRSLYNTVATLYCVH. The MHC is HLA-DQA10101-DQB10501 with pseudo-sequence HLA-DQA10101-DQB10501. The binding affinity (normalized) is 0.249. (3) The binding affinity (normalized) is 0. The peptide sequence is LFCGCGHEALTGTEKLIETY. The MHC is H-2-IAs with pseudo-sequence H-2-IAs.